Task: Predict which catalyst facilitates the given reaction.. Dataset: Catalyst prediction with 721,799 reactions and 888 catalyst types from USPTO (1) Reactant: [Cl:1][C:2]1[C:3]([C:9]2[CH:14]=[CH:13][CH:12]=[C:11]([NH:15][CH2:16][CH:17]3[CH2:22][C@H:21]([CH3:23])[O:20][C@H:19]([CH3:24])[CH2:18]3)[N:10]=2)=[CH:4][C:5](F)=[N:6][CH:7]=1.[OH-].[NH4+:26]. Product: [Cl:1][C:2]1[C:3]([C:9]2[CH:14]=[CH:13][CH:12]=[C:11]([NH:15][CH2:16][CH:17]3[CH2:22][C@H:21]([CH3:23])[O:20][C@H:19]([CH3:24])[CH2:18]3)[N:10]=2)=[CH:4][C:5]([NH2:26])=[N:6][CH:7]=1. The catalyst class is: 197. (2) Reactant: C([Li])CCC.Br[C:7]1[CH:12]=[CH:11][C:10]([F:13])=[CH:9][N:8]=1.[Si:14]([O:21][CH2:22]/[CH:23]=[N:24]/[S@:25]([C:27]([CH3:30])([CH3:29])[CH3:28])=[O:26])([C:17]([CH3:20])([CH3:19])[CH3:18])([CH3:16])[CH3:15].O. Product: [Si:14]([O:21][CH2:22][C@@H:23]([NH:24][S@:25]([C:27]([CH3:30])([CH3:29])[CH3:28])=[O:26])[C:7]1[CH:12]=[CH:11][C:10]([F:13])=[CH:9][N:8]=1)([C:17]([CH3:20])([CH3:19])[CH3:18])([CH3:16])[CH3:15]. The catalyst class is: 11. (3) Product: [N:49]1[CH:50]=[CH:51][CH:52]=[CH:53][C:48]=1[CH:34]1[C:35]([C:37]2[CH:38]=[CH:39][C:40]3[O:45][CH2:44][C:43](=[O:46])[NH:42][C:41]=3[CH:47]=2)=[CH:5][C:4]2[C:3](=[CH:28][CH:27]=[CH:26][CH:25]=2)[S:2]1. Reactant: [Br-].[SH:2][C:3]1[CH:28]=[CH:27][CH:26]=[CH:25][C:4]=1[CH2:5][P+](C1C=CC=CC=1)(C1C=CC=CC=1)C1C=CC=CC=1.C[O-].[Na+].Br.Br[CH:34]([C:48]1[CH:53]=[CH:52][CH:51]=[CH:50][N:49]=1)[C:35]([C:37]1[CH:38]=[CH:39][C:40]2[O:45][CH2:44][C:43](=[O:46])[NH:42][C:41]=2[CH:47]=1)=O.C1COCC1. The catalyst class is: 224. (4) Reactant: [Cl:1][C:2]1[CH:3]=[C:4]([C:8]2[CH:9]=[C:10]3[C:14](=[CH:15][CH:16]=2)[N:13]=[CH:12][C:11]23[CH2:21][CH2:20][CH2:19][CH2:18][CH:17]2NO)[CH:5]=[CH:6][CH:7]=1.O.[NH2:25]N. Product: [Cl:1][C:2]1[CH:3]=[C:4]([C:8]2[CH:9]=[C:10]3[C:14](=[CH:15][CH:16]=2)[N:13]=[C:12]([NH2:25])[C:11]23[CH2:21][CH2:20][CH2:19][CH2:18][CH2:17]2)[CH:5]=[CH:6][CH:7]=1. The catalyst class is: 171. (5) Reactant: C1(C)C=CC=CC=1.C(OC(C)C)(=O)C.C(OC([O:21][CH2:22][C:23]1[CH:28]=[C:27]([O:29][CH3:30])[C:26]([B:31]([OH:33])[OH:32])=[C:25]([O:34][CH3:35])[CH:24]=1)C)(C)C.Cl. Product: [OH:21][CH2:22][C:23]1[CH:24]=[C:25]([O:34][CH3:35])[C:26]([B:31]([OH:32])[OH:33])=[C:27]([O:29][CH3:30])[CH:28]=1. The catalyst class is: 6.